This data is from Forward reaction prediction with 1.9M reactions from USPTO patents (1976-2016). The task is: Predict the product of the given reaction. Given the reactants [Cl:1][C:2]1[C:3]([NH:12][S:13]([C:16]2[CH:25]=[CH:24][C:19]([C:20]([O:22][CH3:23])=[O:21])=[CH:18][CH:17]=2)(=[O:15])=[O:14])=[N:4][CH:5]=[C:6]([C:8]([F:11])([F:10])[F:9])[CH:7]=1.Br[CH2:27][C:28]1[CH:33]=[CH:32][CH:31]=[CH:30][C:29]=1[F:34], predict the reaction product. The product is: [Cl:1][C:2]1[C:3]([N:12]([CH2:27][C:28]2[CH:33]=[CH:32][CH:31]=[CH:30][C:29]=2[F:34])[S:13]([C:16]2[CH:25]=[CH:24][C:19]([C:20]([O:22][CH3:23])=[O:21])=[CH:18][CH:17]=2)(=[O:15])=[O:14])=[N:4][CH:5]=[C:6]([C:8]([F:11])([F:9])[F:10])[CH:7]=1.